The task is: Predict the reactants needed to synthesize the given product.. This data is from Full USPTO retrosynthesis dataset with 1.9M reactions from patents (1976-2016). (1) Given the product [OH:26][CH2:25][CH2:24][O:23][C:22]1[CH:21]=[C:20]([NH:19][C:15](=[O:17])[CH2:14][C:9]2[NH:10][C:11](=[O:13])[CH:12]=[C:7]([N:1]3[CH2:2][CH2:3][O:4][CH2:5][CH2:6]3)[N:8]=2)[CH:29]=[CH:28][CH:27]=1, predict the reactants needed to synthesize it. The reactants are: [N:1]1([C:7]2[N:8]=[C:9]([CH2:14][C:15]([O-:17])=O)[NH:10][C:11](=[O:13])[CH:12]=2)[CH2:6][CH2:5][O:4][CH2:3][CH2:2]1.[Na+].[NH2:19][C:20]1[CH:21]=[C:22]([CH:27]=[CH:28][CH:29]=1)[O:23][CH2:24][CH2:25][OH:26].FC1C=C(F)C=CC=1N. (2) Given the product [F:1][C:2]1[CH:7]=[CH:6][C:5]([CH:8]([NH:16][C:17]([C:19]2[C:20]([OH:34])=[N:21][C:22]([C:25]([NH:27][CH2:28][C:29]([OH:31])=[O:30])=[O:26])=[N:23][CH:24]=2)=[O:18])[C:9]2[CH:10]=[CH:11][C:12]([F:15])=[CH:13][CH:14]=2)=[CH:4][CH:3]=1, predict the reactants needed to synthesize it. The reactants are: [F:1][C:2]1[CH:7]=[CH:6][C:5]([CH:8]([NH:16][C:17]([C:19]2[C:20]([OH:34])=[N:21][C:22]([C:25]([NH:27][CH2:28][C:29]([O:31]CC)=[O:30])=[O:26])=[N:23][CH:24]=2)=[O:18])[C:9]2[CH:14]=[CH:13][C:12]([F:15])=[CH:11][CH:10]=2)=[CH:4][CH:3]=1. (3) Given the product [C:19]1([S:25]([C:28]2[S:32][C:31]([N:33]3[CH2:38][CH2:37][N:36]([C:7]([C:6]4[CH:10]=[C:11]([S:14]([CH3:17])(=[O:16])=[O:15])[CH:12]=[CH:13][C:5]=4[O:4][CH:1]([CH3:2])[CH3:3])=[O:9])[CH2:35][CH2:34]3)=[N:30][CH:29]=2)(=[O:27])=[O:26])[CH:24]=[CH:23][CH:22]=[CH:21][CH:20]=1, predict the reactants needed to synthesize it. The reactants are: [CH:1]([O:4][C:5]1[CH:13]=[CH:12][C:11]([S:14]([CH3:17])(=[O:16])=[O:15])=[CH:10][C:6]=1[C:7]([OH:9])=O)([CH3:3])[CH3:2].Cl.[C:19]1([S:25]([C:28]2[S:32][C:31]([N:33]3[CH2:38][CH2:37][NH:36][CH2:35][CH2:34]3)=[N:30][CH:29]=2)(=[O:27])=[O:26])[CH:24]=[CH:23][CH:22]=[CH:21][CH:20]=1. (4) Given the product [NH2:15][C@@H:4]([CH2:5][O:6][CH:7]([C:9]1[CH:14]=[CH:13][CH:12]=[CH:11][CH:10]=1)[CH3:8])[CH2:3][OH:2], predict the reactants needed to synthesize it. The reactants are: C[O:2][C:3](=O)[C@@H:4]([NH:15]C(OCC1C=CC=CC=1)=O)[CH2:5][O:6][CH:7]([C:9]1[CH:14]=[CH:13][CH:12]=[CH:11][CH:10]=1)[CH3:8].N. (5) Given the product [O:42]=[S:38]1(=[O:41])[CH2:39][CH2:40][N:35]([CH2:34][CH2:33][NH:32][C@:16]23[CH2:28][CH2:27][C@@H:26]([C:29]([CH3:31])=[CH2:30])[C@@H:17]2[C@@H:18]2[C@@:13]([CH3:43])([CH2:14][CH2:15]3)[C@@:12]3([CH3:44])[C@@H:21]([C@:22]4([CH3:25])[C@@H:9]([CH2:10][CH2:11]3)[C:8]([CH3:45])([CH3:46])[C:7]([C:57]3[CH2:62][CH2:61][CH:60]([CH2:63][C:64]([O:66][CH2:67][CH3:68])=[O:65])[CH2:59][CH:58]=3)=[CH:24][CH2:23]4)[CH2:20][CH2:19]2)[CH2:36][CH2:37]1, predict the reactants needed to synthesize it. The reactants are: FC(F)(F)S(O[C:7]1[C:8]([CH3:46])([CH3:45])[C@H:9]2[C@:22]([CH3:25])([CH2:23][CH:24]=1)[C@@H:21]1[C@:12]([CH3:44])([C@@:13]3([CH3:43])[C@H:18]([CH2:19][CH2:20]1)[C@H:17]1[C@H:26]([C:29]([CH3:31])=[CH2:30])[CH2:27][CH2:28][C@:16]1([NH:32][CH2:33][CH2:34][N:35]1[CH2:40][CH2:39][S:38](=[O:42])(=[O:41])[CH2:37][CH2:36]1)[CH2:15][CH2:14]3)[CH2:11][CH2:10]2)(=O)=O.CC1(C)C(C)(C)OB([C:57]2[CH2:62][CH2:61][CH:60]([CH2:63][C:64]([O:66][CH2:67][CH3:68])=[O:65])[CH2:59][CH:58]=2)O1. (6) Given the product [F:33][C:34]([F:51])([F:50])/[CH:35]=[CH:19]/[C:21]1[CH:30]=[CH:29][C:24]([C:25]([O:27][CH3:28])=[O:26])=[C:23]([O:31][CH3:32])[CH:22]=1, predict the reactants needed to synthesize it. The reactants are: CCCC[N+](CCCC)(CCCC)CCCC.[F-].[CH:19]([C:21]1[CH:30]=[CH:29][C:24]([C:25]([O:27][CH3:28])=[O:26])=[C:23]([O:31][CH3:32])[CH:22]=1)=O.[F:33][C:34]([F:51])([F:50])[CH2:35]P(=O)(C1C=CC=CC=1)C1C=CC=CC=1. (7) Given the product [NH2:16][C:14]1[S:15][C:9]2[CH:10]=[CH:11][CH:6]=[CH:7][C:8]=2[N:13]=1, predict the reactants needed to synthesize it. The reactants are: NC(N)=S.F[C:6]1[CH:7]=[C:8]([NH:13][C:14]([NH2:16])=[S:15])[CH:9]=[C:10](F)[CH:11]=1.FC1C=C(F)C2SC(N)=NC=2C=1.